From a dataset of Reaction yield outcomes from USPTO patents with 853,638 reactions. Predict the reaction yield, written as a fraction of the theoretical maximum amount of product (1.0 means a 100% yield; for example, 0.34 means a 34% yield). The reactants are Br[C:2]1[CH:3]=[C:4]2[C:9](=[CH:10][CH:11]=1)[C:8](=[O:12])[NH:7][C:6](=[O:13])/[C:5]/2=[CH:14]\NCC1C=CC(O)=C(OC)C=1.Cl.[OH:27][C:28]1C=C(C=CC=1)CN.C(N(CC)CC)C. No catalyst specified. The product is [CH3:28][O:27]/[CH:14]=[C:5]1/[C:6](=[O:13])[NH:7][C:8](=[O:12])[C:9]2[C:4]/1=[CH:3][CH:2]=[CH:11][CH:10]=2. The yield is 0.780.